From a dataset of NCI-60 drug combinations with 297,098 pairs across 59 cell lines. Regression. Given two drug SMILES strings and cell line genomic features, predict the synergy score measuring deviation from expected non-interaction effect. (1) Synergy scores: CSS=62.0, Synergy_ZIP=3.15, Synergy_Bliss=0.364, Synergy_Loewe=1.53, Synergy_HSA=4.41. Drug 1: C1=CC(=CC=C1CCCC(=O)O)N(CCCl)CCCl. Drug 2: C1C(C(OC1N2C=C(C(=O)NC2=O)F)CO)O. Cell line: HOP-62. (2) Drug 1: C1C(C(OC1N2C=C(C(=O)NC2=O)F)CO)O. Drug 2: C1=NC2=C(N=C(N=C2N1C3C(C(C(O3)CO)O)O)F)N. Cell line: HS 578T. Synergy scores: CSS=14.1, Synergy_ZIP=-7.77, Synergy_Bliss=-5.14, Synergy_Loewe=-3.75, Synergy_HSA=-3.70.